From a dataset of Reaction yield outcomes from USPTO patents with 853,638 reactions. Predict the reaction yield, written as a fraction of the theoretical maximum amount of product (1.0 means a 100% yield; for example, 0.34 means a 34% yield). (1) The reactants are [NH:1]([C:3]1[CH:8]=[C:7]([C:9]#[N:10])[CH:6]=[CH:5][N:4]=1)[NH2:2].O=[C:12]([CH2:18][O:19][C:20]1[CH:25]=[CH:24][CH:23]=[CH:22][CH:21]=1)[CH2:13][C:14](OC)=[O:15]. No catalyst specified. The product is [OH:15][C:14]1[N:1]([C:3]2[CH:8]=[C:7]([C:9]#[N:10])[CH:6]=[CH:5][N:4]=2)[N:2]=[C:12]([CH2:18][O:19][C:20]2[CH:25]=[CH:24][CH:23]=[CH:22][CH:21]=2)[CH:13]=1. The yield is 0.580. (2) The reactants are [NH2:1][C:2]1[CH:7]=[CH:6][C:5]([Br:8])=[CH:4][N:3]=1.[OH-:9].[Na+].[OH2:11].Cl. The catalyst is CCO. The product is [Br:8][C:5]1[CH:6]=[CH:7][C:2]2[N:3]([C:5]([C:4]([OH:11])=[O:9])=[C:6]([CH3:7])[N:1]=2)[CH:4]=1. The yield is 0.300. (3) The reactants are [OH:1][C:2]1[CH:10]=[CH:9][CH:8]=[C:7]2[C:3]=1[C:4]1([C:24]3[C:15](=[CH:16][C:17]4[O:22][CH2:21][CH2:20][O:19][C:18]=4[CH:23]=3)[O:14][CH2:13]1)[C:5](=[O:12])[N:6]2[CH3:11].[CH2:25](Br)[C:26]1[CH:31]=[CH:30][CH:29]=[CH:28][CH:27]=1.C(=O)([O-])[O-].[Cs+].[Cs+]. The catalyst is CN(C)C=O. The product is [CH2:25]([O:1][C:2]1[CH:10]=[CH:9][CH:8]=[C:7]2[C:3]=1[C:4]1([C:24]3[C:15](=[CH:16][C:17]4[O:22][CH2:21][CH2:20][O:19][C:18]=4[CH:23]=3)[O:14][CH2:13]1)[C:5](=[O:12])[N:6]2[CH3:11])[C:26]1[CH:31]=[CH:30][CH:29]=[CH:28][CH:27]=1. The yield is 0.410.